This data is from Kir2.1 potassium channel HTS with 301,493 compounds. The task is: Binary Classification. Given a drug SMILES string, predict its activity (active/inactive) in a high-throughput screening assay against a specified biological target. (1) The drug is O=C1N(NC(=O)c2ccc([N+]([O-])=O)cc2)C(Nc2c1cccc2)c1nc(ccc1)C. The result is 0 (inactive). (2) The compound is S1c2c(nc(SC(C)C)n(c2=O)c2ccc(F)cc2)CC1. The result is 0 (inactive). (3) The drug is S(C1CCOC1=O)c1n(c2ccc(cc2)C)c(=O)c2c(n1)cccc2. The result is 0 (inactive).